Dataset: Reaction yield outcomes from USPTO patents with 853,638 reactions. Task: Predict the reaction yield, written as a fraction of the theoretical maximum amount of product (1.0 means a 100% yield; for example, 0.34 means a 34% yield). The reactants are [Cl:1][C:2]1[CH:35]=[CH:34][C:5]([C:6]([C@@:8]2([OH:33])[C@@H:12]([CH2:13][O:14][C:15](=[O:23])[C:16]3[CH:21]=[CH:20][C:19]([Cl:22])=[CH:18][CH:17]=3)[O:11][C@@H:10](N3C=C(C)C(=O)NC3=O)[CH2:9]2)=O)=[CH:4][CH:3]=1.[C@@H:36]1([N:45]2C=CC(=O)NC2=O)[O:44][C@H](CO)[C@@H](O)[C@H]1O.C[N:54]1CCCCC1.[C:60]1([CH3:70])[CH:65]=CC(S(Cl)(=O)=O)=C[CH:61]=1.[OH2:71].[NH3:72]. The catalyst is C(#N)C.C(N(CC)CC)C. The product is [Cl:1][C:2]1[CH:35]=[CH:34][C:5]([C:6]([C@@:8]2([OH:33])[C@@H:12]([CH2:13][O:14][C:15](=[O:23])[C:16]3[CH:17]=[CH:18][C:19]([Cl:22])=[CH:20][CH:21]=3)[O:11][C@@H:10]([N:72]3[CH:65]=[C:60]([CH3:70])[C:61]([NH2:54])=[N:45][C:36]3=[O:44])[CH2:9]2)=[O:71])=[CH:4][CH:3]=1. The yield is 0.520.